The task is: Predict the reaction yield, written as a fraction of the theoretical maximum amount of product (1.0 means a 100% yield; for example, 0.34 means a 34% yield).. This data is from Reaction yield outcomes from USPTO patents with 853,638 reactions. (1) The reactants are [N:1]1([CH2:10][C:11]2[CH:26]=[CH:25][C:14]([C:15]([NH:17][C@H:18]([C:21]([O:23][CH3:24])=[O:22])[CH2:19][OH:20])=O)=[CH:13][CH:12]=2)[C:5]2[CH:6]=[CH:7][CH:8]=[CH:9][C:4]=2[N:3]=[CH:2]1.CC[N+](S(N=C(OC)[O-])(=O)=O)(CC)CC.BrC(Cl)(Cl)Cl.C1CCN2C(=NCCC2)CC1. The catalyst is C1COCC1.C(Cl)Cl. The product is [N:1]1([CH2:10][C:11]2[CH:26]=[CH:25][C:14]([C:15]3[O:20][CH:19]=[C:18]([C:21]([O:23][CH3:24])=[O:22])[N:17]=3)=[CH:13][CH:12]=2)[C:5]2[CH:6]=[CH:7][CH:8]=[CH:9][C:4]=2[N:3]=[CH:2]1. The yield is 0.520. (2) The reactants are [Cl:1][C:2]1[CH:7]=[CH:6][CH:5]=[CH:4][C:3]=1[CH:8]=[CH:9][C:10]1[NH:11][CH:12]=[CH:13][CH:14]=1.Br[CH2:16][CH2:17][CH2:18][O:19][Si:20]([C:23]([CH3:26])([CH3:25])[CH3:24])([CH3:22])[CH3:21].N#N.[H-].[Na+].[C:31]1(=[O:37])[NH:35][C:34](=[O:36])[CH:33]=[CH:32]1. The catalyst is CN(C=O)C.O. The product is [Si:20]([O:19][CH2:18][CH2:17][CH2:16][N:11]1[CH:12]=[CH:13][C:14]2[C:10]1=[CH:9][C:8]([C:3]1[CH:4]=[CH:5][CH:6]=[CH:7][C:2]=1[Cl:1])=[C:33]1[C:32]=2[C:31](=[O:37])[NH:35][C:34]1=[O:36])([C:23]([CH3:26])([CH3:25])[CH3:24])([CH3:22])[CH3:21]. The yield is 0.470. (3) The reactants are C[C:2]1[CH:3]=[N:4][CH:5]=[C:6]([CH:10]=1)[C:7](O)=O.C([N:14]([CH2:18]C)C(C)C)(C)C.C1(P(N=[N+]=[N-])(C2C=CC=CC=2)=[O:27])C=CC=CC=1.[C:37]([OH:41])([CH3:40])([CH3:39])[CH3:38]. No catalyst specified. The product is [C:37]([O:41][C:18](=[O:27])[NH:14][C:2]1[CH:3]=[N:4][CH:5]=[C:6]([CH3:7])[CH:10]=1)([CH3:40])([CH3:39])[CH3:38]. The yield is 0.670. (4) The reactants are [C:1]1([SH:7])[CH:6]=[CH:5][CH:4]=[CH:3][CH:2]=1.[O:8]1[C:12](=[O:13])[CH:11]=[CH:10][C:9]1=[O:14].[Cl-].[Cl-].[Cl-].[Al+3].Cl. The catalyst is C1(C)C=CC=CC=1.ClCCl.C(N(CC)CC)C. The product is [O:13]=[C:12]1[C:6]2[C:1](=[CH:2][CH:3]=[CH:4][CH:5]=2)[S:7][CH:10]([C:9]([OH:14])=[O:8])[CH2:11]1. The yield is 0.430. (5) The reactants are [Br:1][C:2]1[CH:3]=[C:4]([CH:8]=[C:9]([C:11]([O:13][CH3:14])=[O:12])[CH:10]=1)[C:5](O)=[O:6].O=S(Cl)Cl.[NH3:19]. The catalyst is C1COCC1. The product is [Br:1][C:2]1[CH:10]=[C:9]([CH:8]=[C:4]([C:5](=[O:6])[NH2:19])[CH:3]=1)[C:11]([O:13][CH3:14])=[O:12]. The yield is 0.940. (6) The product is [CH2:1]([O:3][C:4](=[O:22])[C@:5]([CH2:6][C:7]1[CH:12]=[CH:11][C:10]([O:13][CH2:36][CH2:35][C:25]2[N:26]=[C:27]([C:29]3[S:30][C:31]([CH3:34])=[CH:32][CH:33]=3)[O:28][C:24]=2[CH3:23])=[CH:9][CH:8]=1)([O:14][C:15]1[CH:20]=[CH:19][CH:18]=[CH:17][CH:16]=1)[CH2:21][CH3:48])[CH3:2]. The reactants are [CH2:1]([O:3][C:4](=[O:22])[C@@:5]([CH3:21])([O:14][C:15]1[CH:20]=[CH:19][CH:18]=[CH:17][CH:16]=1)[CH2:6][C:7]1[CH:12]=[CH:11][C:10]([OH:13])=[CH:9][CH:8]=1)[CH3:2].[CH3:23][C:24]1[O:28][C:27]([C:29]2[S:30][C:31]([CH3:34])=[CH:32][CH:33]=2)=[N:26][C:25]=1[CH2:35][CH2:36]OS(C1C=CC(C)=CC=1)(=O)=O.[C:48]([O-])([O-])=O.[Cs+].[Cs+]. The yield is 0.470. The catalyst is CN(C=O)C.C(OCC)(=O)C. (7) The reactants are [Cl:1][C:2]1[C:7]([C:8]2[N:9]=[C:10]([CH:21]3[CH2:23][CH2:22]3)[O:11][C:12]=2[C:13]2[CH:18]=[CH:17][N:16]=[C:15]([S:19][CH3:20])[N:14]=2)=[CH:6][C:5]([F:24])=[CH:4][C:3]=1[NH:25]C(=O)C(C)(C)C.S(=O)(=O)(O)O.CCOC(C)=O.C([O-])(O)=O.[Na+]. The catalyst is C(O)C. The product is [Cl:1][C:2]1[C:7]([C:8]2[N:9]=[C:10]([CH:21]3[CH2:23][CH2:22]3)[O:11][C:12]=2[C:13]2[CH:18]=[CH:17][N:16]=[C:15]([S:19][CH3:20])[N:14]=2)=[CH:6][C:5]([F:24])=[CH:4][C:3]=1[NH2:25]. The yield is 0.830.